From a dataset of Forward reaction prediction with 1.9M reactions from USPTO patents (1976-2016). Predict the product of the given reaction. (1) Given the reactants [Cl:1][C:2]1[N:3]=[CH:4][C:5]2[N:10]([CH3:11])[CH:9]=[C:8](I)[C:6]=2[N:7]=1.[CH:13]1([C:18]([N:20]2[CH2:25][CH2:24][C:23](B3OC(C)(C)C(C)(C)O3)=[CH:22][CH2:21]2)=[O:19])[CH2:17][CH2:16][CH2:15][CH2:14]1.C([O-])([O-])=O.[K+].[K+], predict the reaction product. The product is: [Cl:1][C:2]1[N:3]=[CH:4][C:5]2[N:10]([CH3:11])[CH:9]=[C:8]([C:23]3[CH2:24][CH2:25][N:20]([C:18]([CH:13]4[CH2:14][CH2:15][CH2:16][CH2:17]4)=[O:19])[CH2:21][CH:22]=3)[C:6]=2[N:7]=1. (2) Given the reactants CN(C(ON1N=NC2C=CC=CC1=2)=[N+](C)C)C.F[P-](F)(F)(F)(F)F.[CH2:25]1[C@@H:29]([OH:30])[C@H:28](/[CH:31]=[CH:32]/[C@@H:33]([OH:46])[CH2:34][O:35][C:36]2[CH:41]=[C:40]([C:42]([F:45])([F:44])[F:43])[CH:39]=[CH:38][CH:37]=2)[C@@H:27]([CH2:47]/[CH:48]=[CH:49]\[CH2:50][CH2:51][CH2:52][C:53]([OH:55])=[O:54])[C@H:26]1[OH:56].[OH:57][CH2:58][C:59]([CH2:63]O)([CH2:61][OH:62])[CH3:60].C(N(CC)CC)C, predict the reaction product. The product is: [OH:30][C@@H:29]1[CH2:25][C@H:26]([OH:56])[C@H:27]([CH2:47]/[CH:48]=[CH:49]\[CH2:50][CH2:51][CH2:52][C:53]([O:55][CH2:60][C:59]([CH2:61][OH:62])([CH3:63])[CH2:58][OH:57])=[O:54])[C@H:28]1/[CH:31]=[CH:32]/[C@@H:33]([OH:46])[CH2:34][O:35][C:36]1[CH:37]=[CH:38][CH:39]=[C:40]([C:42]([F:45])([F:44])[F:43])[CH:41]=1. (3) Given the reactants [C:1]([O:5][C:6]([N:8]1[CH2:13][CH2:12][N:11]([C:14]2[N:19]=[CH:18][C:17]([C:20]3[N:24]4[N:25]=[CH:26][CH:27]=[C:28]([N:29]5[CH2:34][CH2:33][O:32][CH2:31][CH2:30]5)[C:23]4=[N:22][C:21]=3C(O)=O)=[CH:16][CH:15]=2)[CH2:10][CH2:9]1)=[O:7])([CH3:4])([CH3:3])[CH3:2].[C:38](Cl)(=[O:42])C(Cl)=O.[Si]([N:48]=[N+]=[N-])(C)(C)C.[CH3:51][Si:52]([CH3:57])([CH3:56])[CH2:53][CH2:54][OH:55], predict the reaction product. The product is: [O:32]1[CH2:33][CH2:34][N:29]([C:28]2[C:23]3[N:24]([C:20]([C:17]4[CH:16]=[CH:15][C:14]([N:11]5[CH2:10][CH2:9][N:8]([C:6]([O:5][C:1]([CH3:2])([CH3:4])[CH3:3])=[O:7])[CH2:13][CH2:12]5)=[N:19][CH:18]=4)=[C:21]([NH:48][C:38]([O:55][CH2:54][CH2:53][Si:52]([CH3:57])([CH3:56])[CH3:51])=[O:42])[N:22]=3)[N:25]=[CH:26][CH:27]=2)[CH2:30][CH2:31]1. (4) Given the reactants [CH3:1][C:2]1[CH:3]=[C:4]([CH:18]=[CH:19][CH:20]=1)[C:5]([NH:7][C:8]1[CH:9]=[CH:10][C:11]([Cl:17])=[C:12]([CH:16]=1)[C:13]([OH:15])=O)=[O:6].ClC1N=C(OC)N=C(OC)N=1.CN1CCOCC1.[N:39]1([CH2:44][CH2:45][CH2:46][S:47]([C:50]2[CH:55]=[CH:54][C:53]([NH:56][C:57]3[N:62]=[CH:61][C:60]([NH2:63])=[CH:59][N:58]=3)=[CH:52][CH:51]=2)(=[O:49])=[O:48])[CH2:43][CH2:42][CH2:41][CH2:40]1, predict the reaction product. The product is: [Cl:17][C:11]1[CH:10]=[CH:9][C:8]([NH:7][C:5](=[O:6])[C:4]2[CH:18]=[CH:19][CH:20]=[C:2]([CH3:1])[CH:3]=2)=[CH:16][C:12]=1[C:13]([NH:63][C:60]1[CH:61]=[N:62][C:57]([NH:56][C:53]2[CH:54]=[CH:55][C:50]([S:47]([CH2:46][CH2:45][CH2:44][N:39]3[CH2:43][CH2:42][CH2:41][CH2:40]3)(=[O:48])=[O:49])=[CH:51][CH:52]=2)=[N:58][CH:59]=1)=[O:15]. (5) The product is: [Cl:1][C:2]1[CH2:7][C@H:6]2[C@H:4]([C@H:5]2[CH2:8][CH2:9][C:10]2[CH:11]=[CH:12][CH:13]=[CH:14][CH:15]=2)[C:3]=1/[CH:16]=[CH:23]/[C:21]([O:20][CH2:18][CH3:19])=[O:22]. Given the reactants [Cl:1][C:2]1[CH2:7][C@H:6]2[C@H:4]([C@H:5]2[CH2:8][CH2:9][C:10]2[CH:15]=[CH:14][CH:13]=[CH:12][CH:11]=2)[C:3]=1[CH:16]=O.[CH2:18]([O:20][C:21]([CH:23]=P(C1C=CC=CC=1)(C1C=CC=CC=1)C1C=CC=CC=1)=[O:22])[CH3:19], predict the reaction product. (6) The product is: [CH2:11]([C:9]1[N:8]([C:13]2[CH:18]=[CH:17][C:16]([CH2:19][CH2:20][NH:21][C:22]([NH:24][S:25]([C:28]3[CH:33]=[CH:32][C:31]([CH3:34])=[CH:30][CH:29]=3)(=[O:27])=[O:26])=[O:23])=[CH:15][CH:14]=2)[C:7]2[CH:35]=[CH:36][C:4]([CH:1]([OH:3])[CH3:2])=[CH:5][C:6]=2[N:10]=1)[CH3:12]. Given the reactants [C:1]([C:4]1[CH:36]=[CH:35][C:7]2[N:8]([C:13]3[CH:18]=[CH:17][C:16]([CH2:19][CH2:20][NH:21][C:22]([NH:24][S:25]([C:28]4[CH:33]=[CH:32][C:31]([CH3:34])=[CH:30][CH:29]=4)(=[O:27])=[O:26])=[O:23])=[CH:15][CH:14]=3)[C:9]([CH2:11][CH3:12])=[N:10][C:6]=2[CH:5]=1)(=[O:3])[CH3:2].[OH-].[Na+].[BH4-].[Na+].[NH4+].[Cl-], predict the reaction product. (7) Given the reactants [NH2:1][CH2:2][CH2:3][CH2:4][NH2:5].[OH-].[Na+].Cl[CH2:9][CH2:10][N:11]1[CH2:16][CH2:15][NH:14][CH2:13][CH2:12]1, predict the reaction product. The product is: [N:11]1([CH2:10][CH2:9][NH:1][CH2:2][CH2:3][CH2:4][NH:5][CH2:9][CH2:10][N:11]2[CH2:16][CH2:15][NH:14][CH2:13][CH2:12]2)[CH2:16][CH2:15][NH:14][CH2:13][CH2:12]1.